From a dataset of Peptide-MHC class I binding affinity with 185,985 pairs from IEDB/IMGT. Regression. Given a peptide amino acid sequence and an MHC pseudo amino acid sequence, predict their binding affinity value. This is MHC class I binding data. (1) The peptide sequence is LVLQAGFFL. The MHC is HLA-A02:06 with pseudo-sequence HLA-A02:06. The binding affinity (normalized) is 0.944. (2) The peptide sequence is IHSPVVNEL. The MHC is Mamu-A20102 with pseudo-sequence Mamu-A20102. The binding affinity (normalized) is 0.717. (3) The peptide sequence is NDTSSTVLF. The MHC is HLA-B40:02 with pseudo-sequence HLA-B40:02. The binding affinity (normalized) is 0.0265. (4) The peptide sequence is SLSMTCIAV. The MHC is HLA-A02:17 with pseudo-sequence HLA-A02:17. The binding affinity (normalized) is 0.640. (5) The peptide sequence is IIMEEGNSI. The MHC is HLA-B58:01 with pseudo-sequence HLA-B58:01. The binding affinity (normalized) is 0.0847. (6) The peptide sequence is QWRRDNRRGL. The MHC is HLA-B27:05 with pseudo-sequence HLA-B27:05. The binding affinity (normalized) is 0.185. (7) The peptide sequence is YTYKYPNL. The MHC is H-2-Kb with pseudo-sequence H-2-Kb. The binding affinity (normalized) is 1.00. (8) The peptide sequence is RLKGVTCRLF. The MHC is HLA-A23:01 with pseudo-sequence HLA-A23:01. The binding affinity (normalized) is 0.576.